This data is from Peptide-MHC class I binding affinity with 185,985 pairs from IEDB/IMGT. The task is: Regression. Given a peptide amino acid sequence and an MHC pseudo amino acid sequence, predict their binding affinity value. This is MHC class I binding data. The peptide sequence is SIRSMSRSI. The MHC is HLA-B08:01 with pseudo-sequence HLA-B08:01. The binding affinity (normalized) is 0.598.